Dataset: Full USPTO retrosynthesis dataset with 1.9M reactions from patents (1976-2016). Task: Predict the reactants needed to synthesize the given product. (1) Given the product [CH:1]1([CH2:7][CH2:8][CH2:9][C:10]2[CH:11]=[CH:12][C:13]([NH:14][C:30]([C@@H:25]3[C@@H:26]([OH:29])[CH2:27][CH2:28][NH:24]3)=[O:31])=[CH:15][CH:16]=2)[CH2:6][CH2:5][CH2:4][CH2:3][CH2:2]1, predict the reactants needed to synthesize it. The reactants are: [CH:1]1([CH2:7][CH2:8][CH2:9][C:10]2[CH:16]=[CH:15][C:13]([NH2:14])=[CH:12][CH:11]=2)[CH2:6][CH2:5][CH2:4][CH2:3][CH2:2]1.C(OC([N:24]1[CH2:28][CH2:27][C@H:26]([OH:29])[C@H:25]1[C:30](O)=[O:31])=O)(C)(C)C. (2) Given the product [Cl:1][C:2]1[CH:8]=[CH:7][C:6]([CH3:9])=[CH:5][C:3]=1[NH:4][C:11]([NH2:12])=[O:10], predict the reactants needed to synthesize it. The reactants are: [Cl:1][C:2]1[CH:8]=[CH:7][C:6]([CH3:9])=[CH:5][C:3]=1[NH2:4].[O-:10][C:11]#[N:12].[K+]. (3) Given the product [CH2:12]([O:19][C:20]1[CH:27]=[CH:26][C:23](/[CH:24]=[CH:11]/[C:9]([C:4]2[CH:3]=[C:2]([CH3:1])[CH:7]=[CH:6][C:5]=2[OH:8])=[O:10])=[CH:22][C:21]=1[N+:28]([O-:30])=[O:29])[C:13]1[CH:14]=[CH:15][CH:16]=[CH:17][CH:18]=1, predict the reactants needed to synthesize it. The reactants are: [CH3:1][C:2]1[CH:7]=[CH:6][C:5]([OH:8])=[C:4]([C:9]([CH3:11])=[O:10])[CH:3]=1.[CH2:12]([O:19][C:20]1[CH:27]=[CH:26][C:23]([CH:24]=O)=[CH:22][C:21]=1[N+:28]([O-:30])=[O:29])[C:13]1[CH:18]=[CH:17][CH:16]=[CH:15][CH:14]=1.